From a dataset of Reaction yield outcomes from USPTO patents with 853,638 reactions. Predict the reaction yield, written as a fraction of the theoretical maximum amount of product (1.0 means a 100% yield; for example, 0.34 means a 34% yield). (1) The reactants are [CH3:1][O:2][C:3]([C:5]1[CH:6]=[C:7]([Cl:24])[CH:8]=[C:9]2[C:14]=1[NH:13][CH:12]([C:15]1[CH:20]=[CH:19][CH:18]=[C:17](Br)[CH:16]=1)[C:11]([CH3:23])([CH3:22])[CH2:10]2)=[O:4].[CH3:25][N:26]([CH3:36])[C:27]1[CH:32]=[CH:31][C:30](B(O)O)=[CH:29][CH:28]=1.C(=O)([O-])[O-].[Na+].[Na+]. The product is [CH3:1][O:2][C:3]([C:5]1[CH:6]=[C:7]([Cl:24])[CH:8]=[C:9]2[C:14]=1[NH:13][CH:12]([C:15]1[CH:16]=[C:17]([C:30]3[CH:31]=[CH:32][C:27]([N:26]([CH3:36])[CH3:25])=[CH:28][CH:29]=3)[CH:18]=[CH:19][CH:20]=1)[C:11]([CH3:23])([CH3:22])[CH2:10]2)=[O:4]. The yield is 0.700. The catalyst is O1CCOCC1.O.C(OCC)(=O)C.C1C=CC([P]([Pd]([P](C2C=CC=CC=2)(C2C=CC=CC=2)C2C=CC=CC=2)([P](C2C=CC=CC=2)(C2C=CC=CC=2)C2C=CC=CC=2)[P](C2C=CC=CC=2)(C2C=CC=CC=2)C2C=CC=CC=2)(C2C=CC=CC=2)C2C=CC=CC=2)=CC=1. (2) The reactants are [C:1]([O:5][C:6](=[O:19])[NH:7][C:8]1[CH:13]=[C:12]([O:14][CH3:15])[C:11]([CH3:16])=[C:10]([O:17][CH3:18])[CH:9]=1)([CH3:4])([CH3:3])[CH3:2].C1C(=O)N([Br:27])C(=O)C1. The catalyst is C(Cl)(Cl)(Cl)Cl.CC(N=NC(C#N)(C)C)(C#N)C. The product is [C:1]([O:5][C:6](=[O:19])[NH:7][C:8]1[CH:13]=[C:12]([O:14][CH3:15])[C:11]([CH3:16])=[C:10]([O:17][CH3:18])[C:9]=1[Br:27])([CH3:4])([CH3:3])[CH3:2]. The yield is 0.940. (3) The yield is 0.710. The product is [F:28][C:23]([C:5]1[CH:6]=[CH:7][C:2]([NH2:1])=[CH:3][CH:4]=1)([C:24]([F:27])([F:26])[F:25])[C:22]([F:31])([F:30])[F:21]. The catalyst is S([O-])(O)(=O)=O.C([N+](CCCC)(CCCC)CCCC)CCC.O.COC(C)(C)C. The reactants are [NH2:1][C:2]1[CH:7]=[CH:6][CH:5]=[CH:4][CH:3]=1.S(S([O-])=O)([O-])=O.[Na+].[Na+].C(=O)([O-])O.[Na+].[F:21][C:22]([F:31])([F:30])[C:23](I)([F:28])[C:24]([F:27])([F:26])[F:25].